Dataset: Reaction yield outcomes from USPTO patents with 853,638 reactions. Task: Predict the reaction yield, written as a fraction of the theoretical maximum amount of product (1.0 means a 100% yield; for example, 0.34 means a 34% yield). (1) The product is [NH:17]1[C:18]2[C:14](=[CH:13][C:12]([N:8]3[C:6]4=[N:7][C:2]([C:25]5[CH:26]=[C:27]([O:31][CH3:32])[C:28]([O:29][CH3:30])=[C:23]([O:22][CH3:21])[CH:24]=5)=[CH:3][N:4]=[C:5]4[NH:10][C:9]3=[O:11])=[CH:20][CH:19]=2)[CH:15]=[CH:16]1. The yield is 0.190. The catalyst is CC#N.Cl[Pd](Cl)([P](C1C=CC=CC=1)(C1C=CC=CC=1)C1C=CC=CC=1)[P](C1C=CC=CC=1)(C1C=CC=CC=1)C1C=CC=CC=1. The reactants are Br[C:2]1[N:7]=[C:6]2[N:8]([C:12]3[CH:13]=[C:14]4[C:18](=[CH:19][CH:20]=3)[NH:17][CH:16]=[CH:15]4)[C:9](=[O:11])[NH:10][C:5]2=[N:4][CH:3]=1.[CH3:21][O:22][C:23]1[CH:24]=[C:25](B(O)O)[CH:26]=[C:27]([O:31][CH3:32])[C:28]=1[O:29][CH3:30].C([O-])([O-])=O.[Na+].[Na+]. (2) The reactants are [C:1]1([C:7]([NH:20][C:21]2[CH:32]=[CH:31][CH:30]=[C:29]([F:33])[C:22]=2[C:23](C[N-]OC)=[O:24])([C:14]2[CH:19]=[CH:18][CH:17]=[CH:16][CH:15]=2)[C:8]2[CH:13]=[CH:12][CH:11]=[CH:10][CH:9]=2)[CH:6]=[CH:5][CH:4]=[CH:3][CH:2]=1.[H-].[Al+3].[Li+].[H-].[H-].[H-]. The catalyst is C1COCC1. The product is [C:1]1([C:7]([NH:20][C:21]2[CH:32]=[CH:31][CH:30]=[C:29]([F:33])[C:22]=2[CH:23]=[O:24])([C:14]2[CH:19]=[CH:18][CH:17]=[CH:16][CH:15]=2)[C:8]2[CH:9]=[CH:10][CH:11]=[CH:12][CH:13]=2)[CH:6]=[CH:5][CH:4]=[CH:3][CH:2]=1. The yield is 0.700. (3) The reactants are [NH:1]([C:3]1[N:8]=[CH:7][N:6]=[C:5]2[N:9]([C:12]3[CH:17]=[CH:16][CH:15]=[CH:14][CH:13]=3)[N:10]=[CH:11][C:4]=12)[NH2:2].[CH3:18][C:19]1[O:23][C:22]([CH:24]=O)=[CH:21][CH:20]=1. The catalyst is C(O)C.N1CCCC1. The product is [C:12]1([N:9]2[C:5]3=[N:6][CH:7]=[N:8][C:3]([NH:1][N:2]=[CH:24][C:22]4[O:23][C:19]([CH3:18])=[CH:20][CH:21]=4)=[C:4]3[CH:11]=[N:10]2)[CH:17]=[CH:16][CH:15]=[CH:14][CH:13]=1. The yield is 0.390. (4) The reactants are FC(F)(F)C(O)=O.[Cl:8][C:9]1[C:10]([F:40])=[C:11]([CH:15]2[C:19]([C:22]3[CH:27]=[CH:26][C:25]([Cl:28])=[CH:24][C:23]=3[F:29])([C:20]#[N:21])[CH:18]([CH2:30][CH:31]3[CH2:36][CH2:35][O:34][CH2:33][CH2:32]3)[NH:17][CH:16]2[C:37]([OH:39])=O)[CH:12]=[CH:13][CH:14]=1.CC1(C)[O:46][C@@H:45]([CH2:47][CH2:48][NH2:49])[CH2:44][O:43]1.CN(C(ON1N=NC2C=CC=NC1=2)=[N+](C)C)C.F[P-](F)(F)(F)(F)F.CCN(C(C)C)C(C)C.Cl. The catalyst is C(Cl)Cl.O1CCCC1. The product is [OH:46][C@H:45]([CH2:44][OH:43])[CH2:47][CH2:48][NH:49][C:37]([CH:16]1[CH:15]([C:11]2[CH:12]=[CH:13][CH:14]=[C:9]([Cl:8])[C:10]=2[F:40])[C:19]([C:22]2[CH:27]=[CH:26][C:25]([Cl:28])=[CH:24][C:23]=2[F:29])([C:20]#[N:21])[CH:18]([CH2:30][CH:31]2[CH2:32][CH2:33][O:34][CH2:35][CH2:36]2)[NH:17]1)=[O:39]. The yield is 0.800. (5) No catalyst specified. The yield is 0.750. The product is [NH2:14][C:16]1[CH:11]=[CH:10][C:7]([CH:8]=[CH:8][C:7]2[CH:10]=[CH:11][C:4]([I:3])=[CH:5][CH:6]=2)=[CH:6][CH:5]=1. The reactants are [H-].[Na+].[I:3][C:4]1[CH:11]=[CH:10][C:7]([CH:8]=O)=[CH:6][CH:5]=1.O.C[N:14]([CH:16]=O)C.